Dataset: Catalyst prediction with 721,799 reactions and 888 catalyst types from USPTO. Task: Predict which catalyst facilitates the given reaction. (1) Reactant: [Cl:1][C:2]1[CH:3]=[C:4]([CH:17]=[CH:18][C:19]=1[Cl:20])[CH2:5][NH:6][C:7]1[C:8]([CH3:16])=[CH:9][C:10]2[N:11]([CH:13]=[CH:14][N:15]=2)[N:12]=1.[I:21]N1C(=O)CCC1=O. Product: [Cl:1][C:2]1[CH:3]=[C:4]([CH:17]=[CH:18][C:19]=1[Cl:20])[CH2:5][NH:6][C:7]1[C:8]([CH3:16])=[CH:9][C:10]2[N:11]([C:13]([I:21])=[CH:14][N:15]=2)[N:12]=1. The catalyst class is: 204. (2) Reactant: [CH:1]1[C:11]2[C:10]3=[CH:12][C:13]4[CH:14]=[CH:15][C:16]([C:19]([NH2:21])=[O:20])=[CH:17][C:18]=4[N:9]3[CH2:8][C:7]([C:22]([NH2:24])=[O:23])=[CH:6][C:5]=2[CH:4]=[CH:3][CH:2]=1. Product: [CH:1]1[C:11]2[C:10]3=[CH:12][C:13]4[CH:14]=[CH:15][C:16]([C:19]([NH2:21])=[O:20])=[CH:17][C:18]=4[N:9]3[CH:8]=[C:7]([C:22]([NH2:24])=[O:23])[CH2:6][C:5]=2[CH:4]=[CH:3][CH:2]=1. The catalyst class is: 43. (3) Reactant: [CH3:1][CH2:2][C@@H:3]([C:5]([O:7][C@@H:8]1[C@@H:13]2[C@@H:14]([CH2:19][CH2:20][C@@H:21](O)[CH2:22][C@@H:23]([OH:28])[CH2:24][C:25]([O-:27])=[O:26])[C@@H:15]([CH3:18])[CH:16]=[CH:17][C:12]2=[CH:11][C@@H:10]([OH:30])[CH2:9]1)=[O:6])[CH3:4].[Na+].[Br:32][CH2:33][CH2:34][CH2:35][CH2:36]Br.O.C([O:41]CC)C. Product: [Br:32][CH2:33][CH2:34][CH2:35][CH2:36][O:27][C:25](=[O:26])[CH2:24][CH:23]([OH:28])[CH:22]([OH:41])[CH2:21][CH2:20][CH2:19][CH:14]1[CH:13]2[C:12](=[CH:11][CH:10]([OH:30])[CH2:9][CH:8]2[O:7][C:5](=[O:6])[CH:3]([CH3:4])[CH2:2][CH3:1])[CH:17]=[CH:16][CH:15]1[CH3:18]. The catalyst class is: 9. (4) Reactant: [Cl:1][C:2]1[CH:3]=[C:4]([CH:7]=[C:8]([OH:10])[CH:9]=1)[CH:5]=[O:6].C(=O)([O-])[O-].[K+].[K+].CS(O[CH2:22][CH2:23][F:24])(=O)=O. Product: [Cl:1][C:2]1[CH:3]=[C:4]([CH:7]=[C:8]([O:10][CH2:22][CH2:23][F:24])[CH:9]=1)[CH:5]=[O:6]. The catalyst class is: 3. (5) Reactant: [CH3:1][N:2]1[C:10]([CH:11]=O)=[N:9][C:8]2[C:3]1=[N:4][C:5]([N:19]1[C:23]3[CH:24]=[CH:25][CH:26]=[CH:27][C:22]=3[N:21]=[C:20]1[CH3:28])=[N:6][C:7]=2[N:13]1[CH2:18][CH2:17][O:16][CH2:15][CH2:14]1.[NH:29]1[CH2:32][CH:31]([CH2:33][N:34]([CH3:40])[CH:35]2[CH2:39][CH2:38][O:37][CH2:36]2)[CH2:30]1.[C:41](O[BH-](OC(=O)C)OC(=O)C)(=O)C.[Na+]. Product: [CH2:28]([C:20]1[N:19]([C:5]2[N:4]=[C:3]3[C:8]([N:9]=[C:10]([CH2:11][N:29]4[CH2:32][CH:31]([CH2:33][N:34]([CH3:40])[CH:35]5[CH2:39][CH2:38][O:37][CH2:36]5)[CH2:30]4)[N:2]3[CH3:1])=[C:7]([N:13]3[CH2:14][CH2:15][O:16][CH2:17][CH2:18]3)[N:6]=2)[C:23]2[CH:24]=[CH:25][CH:26]=[CH:27][C:22]=2[N:21]=1)[CH3:41]. The catalyst class is: 26. (6) Reactant: [Cl:1][C:2]1[CH:7]=[C:6]([N+:8]([O-:10])=[O:9])[CH:5]=[CH:4][C:3]=1[OH:11].Br[CH2:13][C:14]1[CH:21]=[CH:20][CH:19]=[CH:18][C:15]=1[C:16]#[N:17].C(=O)([O-])[O-].[K+].[K+].O. Product: [Cl:1][C:2]1[CH:7]=[C:6]([N+:8]([O-:10])=[O:9])[CH:5]=[CH:4][C:3]=1[O:11][CH2:13][C:14]1[CH:21]=[CH:20][CH:19]=[CH:18][C:15]=1[C:16]#[N:17]. The catalyst class is: 9. (7) Product: [F:1][C:2]1[CH:16]=[CH:15][C:5]([CH:6]([C:7]2[CH:12]=[CH:11][C:10]([F:13])=[CH:9][CH:8]=2)[C:17]#[N:18])=[CH:4][CH:3]=1. Reactant: [F:1][C:2]1[CH:16]=[CH:15][C:5]([CH:6](O)[C:7]2[CH:12]=[CH:11][C:10]([F:13])=[CH:9][CH:8]=2)=[CH:4][CH:3]=1.[C-:17]#[N:18].[K+].S(=O)(=O)(O)O. The catalyst class is: 67. (8) Reactant: [CH3:1][C@H:2]1[NH:7][C@@H:6]([CH3:8])[CH2:5][N:4]([C:9]2[CH:10]=[C:11]([CH:13]=[CH:14][C:15]=2[O:16][CH3:17])[NH2:12])[CH2:3]1.CN1CCOCC1.[Br:25][C:26]1[CH:31]=[CH:30][C:29]([S:32](Cl)(=[O:34])=[O:33])=[CH:28][CH:27]=1. Product: [Br:25][C:26]1[CH:31]=[CH:30][C:29]([S:32]([NH:12][C:11]2[CH:13]=[CH:14][C:15]([O:16][CH3:17])=[C:9]([N:4]3[CH2:5][C@H:6]([CH3:8])[NH:7][C@H:2]([CH3:1])[CH2:3]3)[CH:10]=2)(=[O:34])=[O:33])=[CH:28][CH:27]=1. The catalyst class is: 4. (9) Reactant: [CH:1]([C:4]1[N:5]=[C:6](/[CH:9]=[CH:10]/[C:11]2[CH:37]=[CH:36][N:14]3[C:15](=[O:35])[C:16](/[CH:26]=[CH:27]/[C:28]([O:30]C(C)(C)C)=[O:29])=[C:17]([O:19][CH2:20][CH:21]4[CH2:25][CH2:24][O:23][CH2:22]4)[N:18]=[C:13]3[CH:12]=2)[S:7][CH:8]=1)([CH3:3])[CH3:2].Cl. Product: [CH:1]([C:4]1[N:5]=[C:6](/[CH:9]=[CH:10]/[C:11]2[CH:37]=[CH:36][N:14]3[C:15](=[O:35])[C:16](/[CH:26]=[CH:27]/[C:28]([OH:30])=[O:29])=[C:17]([O:19][CH2:20][CH:21]4[CH2:25][CH2:24][O:23][CH2:22]4)[N:18]=[C:13]3[CH:12]=2)[S:7][CH:8]=1)([CH3:3])[CH3:2]. The catalyst class is: 12. (10) Reactant: B(Br)(Br)Br.[CH:5]1([C:11]2[C:12]3[CH:13]=[CH:14][C:15]([C:37]([O:39]C)=[O:38])=[CH:16][C:17]=3[N:18]3[CH2:25][CH2:24][N:23]([CH2:26][C:27]4[CH:28]=[N:29][N:30]([CH3:32])[CH:31]=4)[CH2:22][C:21]4[CH:33]=[CH:34][CH:35]=[CH:36][C:20]=4[C:19]=23)[CH2:10][CH2:9][CH2:8][CH2:7][CH2:6]1. Product: [CH:5]1([C:11]2[C:12]3[CH:13]=[CH:14][C:15]([C:37]([OH:39])=[O:38])=[CH:16][C:17]=3[N:18]3[CH2:25][CH2:24][N:23]([CH2:26][C:27]4[CH:28]=[N:29][N:30]([CH3:32])[CH:31]=4)[CH2:22][C:21]4[CH:33]=[CH:34][CH:35]=[CH:36][C:20]=4[C:19]=23)[CH2:10][CH2:9][CH2:8][CH2:7][CH2:6]1. The catalyst class is: 2.